This data is from Full USPTO retrosynthesis dataset with 1.9M reactions from patents (1976-2016). The task is: Predict the reactants needed to synthesize the given product. (1) Given the product [C:10]([NH:17][S:18]([C:3]1[C:4]2[C:9](=[CH:8][CH:7]=[CH:6][CH:5]=2)[NH:1][CH:2]=1)(=[O:19])=[O:20])([O:12][C:13]([CH3:16])([CH3:15])[CH3:14])=[O:11], predict the reactants needed to synthesize it. The reactants are: [NH:1]1[C:9]2[C:4](=[CH:5][CH:6]=[CH:7][CH:8]=2)[CH:3]=[CH:2]1.[C:10]([NH:17][S:18](Cl)(=[O:20])=[O:19])([O:12][C:13]([CH3:16])([CH3:15])[CH3:14])=[O:11].O. (2) Given the product [Cl:1][C:2]1[CH:7]=[CH:6][CH:5]=[C:4]([F:8])[C:3]=1[C:9]1[NH:13][C:12](=[O:14])[N:11]([C:15]2[CH:16]=[CH:17][C:18]([C:19]([NH:61][CH2:60][C:59]3[CH:62]=[CH:63][C:56]([F:55])=[CH:57][C:58]=3[C:64]([F:67])([F:65])[F:66])=[O:21])=[CH:22][CH:23]=2)[N:10]=1, predict the reactants needed to synthesize it. The reactants are: [Cl:1][C:2]1[CH:7]=[CH:6][CH:5]=[C:4]([F:8])[C:3]=1[C:9]1[NH:13][C:12](=[O:14])[N:11]([C:15]2[CH:23]=[CH:22][C:18]([C:19]([OH:21])=O)=[CH:17][CH:16]=2)[N:10]=1.C(N(C(C)C)CC)(C)C.CN(C(ON1N=NC2C=CC=CC1=2)=[N+](C)C)C.[B-](F)(F)(F)F.[F:55][C:56]1[CH:63]=[CH:62][C:59]([CH2:60][NH2:61])=[C:58]([C:64]([F:67])([F:66])[F:65])[CH:57]=1. (3) Given the product [C:1]1([CH2:17][OH:18])[C:13]2[CH2:12][C:11]3[C:6](=[CH:7][CH:8]=[CH:9][CH:10]=3)[C:5]=2[CH:4]=[CH:3][CH:2]=1, predict the reactants needed to synthesize it. The reactants are: [CH:1]1[C:13]2[CH2:12][C:11]3[C:6](=[CH:7][CH:8]=[CH:9][CH:10]=3)[C:5]=2[CH:4]=[CH:3][CH:2]=1.C=O.O.[C:17](=O)(O)[O-:18].[Na+].